Task: Predict hERG channel inhibition at various concentrations.. Dataset: hERG Central: cardiac toxicity at 1µM, 10µM, and general inhibition (1) The drug is O=C(c1ccco1)N1CCN(c2ncnc3scc(-c4ccccc4)c23)CC1. Results: hERG_inhib (hERG inhibition (general)): blocker. (2) The drug is Cc1ccc(C(C)C)c(OCC(=O)Nc2ccc3c(c2)nc(CN2CCCC2)n3C)c1. Results: hERG_inhib (hERG inhibition (general)): blocker. (3) The molecule is CCOC(=O)C1CCCN(C2=NC(=O)/C(=C/c3ccc(OC)cc3OC)S2)C1. Results: hERG_inhib (hERG inhibition (general)): blocker. (4) Results: hERG_inhib (hERG inhibition (general)): blocker. The molecule is CCC(CO)[n+]1c(C)cc(/C=C2\Sc3ccccc3N2Cc2ccccc2)cc1C.[Br-]. (5) The molecule is Cc1ccc(C(=O)N2CCC(C(=O)Nc3cccc([N+](=O)[O-])c3)CC2)cc1. Results: hERG_inhib (hERG inhibition (general)): blocker.